From a dataset of Reaction yield outcomes from USPTO patents with 853,638 reactions. Predict the reaction yield, written as a fraction of the theoretical maximum amount of product (1.0 means a 100% yield; for example, 0.34 means a 34% yield). (1) The reactants are Br[C:2]1[CH:15]=[CH:14][C:13]2[C:4](=[CH:5][C:6]3[C:11]([CH:12]=2)=[CH:10][C:9](Br)=[CH:8][CH:7]=3)[CH:3]=1.C([Li])CCC.CCCCCC.[CH3:28][Si:29](Cl)([CH3:31])[CH3:30]. The catalyst is O.C1(C)C=CC=CC=1.O1CCCC1. The product is [CH3:28][Si:29]([CH3:31])([CH3:30])[C:2]1[CH:15]=[CH:14][C:13]2[C:4](=[CH:5][C:6]3[C:11]([CH:12]=2)=[CH:10][C:9]([Si:29]([CH3:31])([CH3:30])[CH3:28])=[CH:8][CH:7]=3)[CH:3]=1. The yield is 0.570. (2) The reactants are [NH:1]1[C:10]2[C:5](=[CH:6][CH:7]=[CH:8][CH:9]=2)[CH2:4][CH2:3][CH2:2]1.[N+:11]([O-])([O-:13])=[O:12].[K+].C([O-])(O)=O.[Na+]. The catalyst is OS(O)(=O)=O. The product is [N+:11]([C:8]1[CH:9]=[C:10]2[C:5]([CH2:4][CH2:3][CH2:2][NH:1]2)=[CH:6][CH:7]=1)([O-:13])=[O:12]. The yield is 0.250. (3) The reactants are [Cl:1][C:2]1[CH:3]=[C:4]([CH:8]=[C:9]([Cl:14])[C:10]=1[O:11][CH2:12][CH3:13])C(O)=O.[H-].[Na+].ICC.C[N:21](C=O)C. No catalyst specified. The product is [Cl:1][C:2]1[CH:3]=[C:4]([CH:8]=[C:9]([Cl:14])[C:10]=1[O:11][CH2:12][CH3:13])[NH2:21]. The yield is 0.400. (4) The reactants are [CH3:1][N:2]([CH2:4][C:5]1[N:9]2[CH:10]=[CH:11][CH:12]=[CH:13][C:8]2=[N:7][C:6]=1[C:14]([OH:16])=O)[CH3:3].[C:17]([C:21]1[N:26]=[C:25]([N:27]2[CH2:32][CH2:31][N:30]([CH2:33][CH2:34][CH2:35][CH2:36][NH2:37])[CH2:29][CH2:28]2)[CH:24]=[C:23]([C:38]([F:41])([F:40])[F:39])[N:22]=1)([CH3:20])([CH3:19])[CH3:18]. The catalyst is C(Cl)(Cl)Cl.CO. The product is [C:17]([C:21]1[N:26]=[C:25]([N:27]2[CH2:32][CH2:31][N:30]([CH2:33][CH2:34][CH2:35][CH2:36][NH:37][C:14]([C:6]3[N:7]=[C:8]4[CH:13]=[CH:12][CH:11]=[CH:10][N:9]4[C:5]=3[CH2:4][N:2]([CH3:1])[CH3:3])=[O:16])[CH2:29][CH2:28]2)[CH:24]=[C:23]([C:38]([F:40])([F:41])[F:39])[N:22]=1)([CH3:20])([CH3:18])[CH3:19]. The yield is 0.380. (5) The yield is 0.670. The product is [CH2:13]([C:17]1[N:18]=[C:19]([CH3:47])[N:20]([CH2:39][C:40]2[CH:45]=[CH:44][CH:43]=[CH:42][C:41]=2[Cl:46])[C:21](=[O:38])[C:22]=1[CH2:23][C:24]1[CH:25]=[CH:26][C:27]([C:30]2[CH:35]=[CH:34][CH:33]=[CH:32][C:31]=2[C:36]2[NH:3][C:4](=[O:7])[O:5][N:37]=2)=[CH:28][CH:29]=1)[CH2:14][CH2:15][CH3:16]. The catalyst is C(OCC)(=O)C. The reactants are [Cl-].O[NH3+:3].[C:4](=[O:7])([O-])[OH:5].[Na+].CS(C)=O.[CH2:13]([C:17]1[N:18]=[C:19]([CH3:47])[N:20]([CH2:39][C:40]2[CH:45]=[CH:44][CH:43]=[CH:42][C:41]=2[Cl:46])[C:21](=[O:38])[C:22]=1[CH2:23][C:24]1[CH:29]=[CH:28][C:27]([C:30]2[C:31]([C:36]#[N:37])=[CH:32][CH:33]=[CH:34][CH:35]=2)=[CH:26][CH:25]=1)[CH2:14][CH2:15][CH3:16]. (6) The reactants are [O:1]1[CH2:6][CH2:5][CH:4]([C:7]([NH:9][C:10]2[CH:15]=[C:14]([C:16]3[S:17][CH:18]=[CH:19][CH:20]=3)[CH:13]=[CH:12][C:11]=2[NH:21]C(=O)OC(C)(C)C)=[O:8])[CH2:3][CH2:2]1.FC(F)(F)C(O)=O. The catalyst is ClCCl. The product is [NH2:21][C:11]1[CH:12]=[CH:13][C:14]([C:16]2[S:17][CH:18]=[CH:19][CH:20]=2)=[CH:15][C:10]=1[NH:9][C:7]([CH:4]1[CH2:5][CH2:6][O:1][CH2:2][CH2:3]1)=[O:8]. The yield is 0.860. (7) The reactants are [N:1]1([C:7]([O:9][C:10]([CH3:13])([CH3:12])[CH3:11])=[O:8])[CH2:6][CH2:5][NH:4][CH2:3][CH2:2]1.Br[C:15]1[S:16][CH:17]=[C:18]([Br:20])[N:19]=1.C(N(CC)CC)C.O. The catalyst is CN(C)C=O. The product is [Br:20][C:18]1[N:19]=[C:15]([N:4]2[CH2:5][CH2:6][N:1]([C:7]([O:9][C:10]([CH3:13])([CH3:12])[CH3:11])=[O:8])[CH2:2][CH2:3]2)[S:16][CH:17]=1. The yield is 0.760. (8) The yield is 0.230. The reactants are [CH3:1][O:2][C:3](=[O:20])[C:4]1[CH:9]=[C:8]([CH:10]=[O:11])[C:7]([C:12]([F:15])([F:14])[F:13])=[CH:6][C:5]=1[NH:16][C:17](=[O:19])[CH3:18].[CH2:21]([Mg]Cl)[CH2:22][CH3:23]. The product is [CH3:1][O:2][C:3](=[O:20])[C:4]1[CH:9]=[C:8]([CH:10]([OH:11])[CH2:21][CH2:22][CH3:23])[C:7]([C:12]([F:15])([F:14])[F:13])=[CH:6][C:5]=1[NH:16][C:17](=[O:19])[CH3:18]. The catalyst is CCOCC. (9) The catalyst is O1CCCC1. The yield is 0.890. The product is [CH3:1][S:2][C:3]1[N:4]=[CH:5][C:6]2[C:12](=[O:13])[CH2:11][CH:10]([C:14]([OH:16])=[O:15])[N:9]([C:19]3([CH2:24][O:25][Si:26]([CH:30]([CH3:32])[CH3:31])([CH:27]([CH3:29])[CH3:28])[CH:33]([CH3:35])[CH3:34])[CH2:23][CH2:22][CH2:21][CH2:20]3)[C:7]=2[N:8]=1. The reactants are [CH3:1][S:2][C:3]1[N:4]=[CH:5][C:6]2[C:12](=[O:13])[CH2:11][CH:10]([C:14]([O:16]CC)=[O:15])[N:9]([C:19]3([CH2:24][O:25][Si:26]([CH:33]([CH3:35])[CH3:34])([CH:30]([CH3:32])[CH3:31])[CH:27]([CH3:29])[CH3:28])[CH2:23][CH2:22][CH2:21][CH2:20]3)[C:7]=2[N:8]=1.C(#N)C.[OH-].[Na+]. (10) The reactants are [F:1][C:2]([F:13])([F:12])[C:3]1[CH:4]=[C:5]([N:9]=[C:10]=[O:11])[CH:6]=[CH:7][CH:8]=1.Cl.O.[NH:16]1[CH2:21][CH2:20][C:19](=[O:22])[CH2:18][CH2:17]1.C(N(CC)C(C)C)(C)C. The catalyst is CN(C)C=O. The product is [O:22]=[C:19]1[CH2:20][CH2:21][N:16]([C:10]([NH:9][C:5]2[CH:6]=[CH:7][CH:8]=[C:3]([C:2]([F:12])([F:13])[F:1])[CH:4]=2)=[O:11])[CH2:17][CH2:18]1. The yield is 0.790.